This data is from Forward reaction prediction with 1.9M reactions from USPTO patents (1976-2016). The task is: Predict the product of the given reaction. (1) Given the reactants [F:1][C:2]1[CH:3]=[C:4]([CH2:9][OH:10])[CH:5]=[CH:6][C:7]=1[F:8].Cl[C:12]1[CH:23]=[C:16]2[N:17]([CH3:22])[C@@H:18]([CH3:21])[CH2:19][CH2:20][N:15]2[C:14](=[O:24])[N:13]=1, predict the reaction product. The product is: [F:1][C:2]1[CH:3]=[C:4]([CH:5]=[CH:6][C:7]=1[F:8])[CH2:9][O:10][C:12]1[CH:23]=[C:16]2[N:17]([CH3:22])[C@@H:18]([CH3:21])[CH2:19][CH2:20][N:15]2[C:14](=[O:24])[N:13]=1. (2) Given the reactants [CH3:1][C:2]1[C:3]([CH3:22])=[CH:4][C:5]2[N:14]([CH2:15][C:16]([OH:18])=O)[C:13]3[C:8]([C:9](=[O:20])[NH:10][C:11](=[O:19])[N:12]=3)=[N:7][C:6]=2[CH:21]=1.[NH2:23][CH2:24][CH2:25][P:26](=[O:33])([O:30]CC)[O:27]CC.CCN(C(C)C)C(C)C.CN(C(ON1N=NC2C=CC=NC1=2)=[N+](C)C)C.F[P-](F)(F)(F)(F)F, predict the reaction product. The product is: [CH3:1][C:2]1[C:3]([CH3:22])=[CH:4][C:5]2[N:14]([CH2:15][C:16]([NH:23][CH2:24][CH2:25][P:26](=[O:27])([OH:33])[OH:30])=[O:18])[C:13]3[C:8]([C:9](=[O:20])[NH:10][C:11](=[O:19])[N:12]=3)=[N:7][C:6]=2[CH:21]=1. (3) Given the reactants [Br:1][C:2]1[C:11]([O:12][CH3:13])=[CH:10][CH:9]=[C:8]2[C:3]=1[CH:4]=[CH:5][N:6]=[C:7]2[O:14][CH:15]1[CH2:32][CH:31]2[N:17]([C:18](=[O:38])[N:19]([CH3:37])[CH2:20][CH2:21][CH2:22][CH2:23][CH:24]=[CH:25][CH:26]3[C:28]([C:34](O)=[O:35])([NH:29][C:30]2=[O:33])[CH2:27]3)[CH2:16]1.C(N1C=CN=C1)(N1C=CN=C1)=O.[CH:51]1([S:54]([NH2:57])(=[O:56])=[O:55])[CH2:53][CH2:52]1.C1CCN2C(=NCCC2)CC1, predict the reaction product. The product is: [Br:1][C:2]1[C:11]([O:12][CH3:13])=[CH:10][CH:9]=[C:8]2[C:3]=1[CH:4]=[CH:5][N:6]=[C:7]2[O:14][CH:15]1[CH2:32][CH:31]2[N:17]([C:18](=[O:38])[N:19]([CH3:37])[CH2:20][CH2:21][CH2:22][CH2:23][CH:24]=[CH:25][CH:26]3[C:28]([C:34]([NH:57][S:54]([CH:51]4[CH2:53][CH2:52]4)(=[O:56])=[O:55])=[O:35])([NH:29][C:30]2=[O:33])[CH2:27]3)[CH2:16]1.